From a dataset of Catalyst prediction with 721,799 reactions and 888 catalyst types from USPTO. Predict which catalyst facilitates the given reaction. (1) Reactant: CCN(C(C)C)C(C)C.[NH2:10][CH2:11][C@H:12]1[CH2:17][CH2:16][C@H:15]([CH2:18][NH:19][C:20](=[O:26])[O:21][C:22]([CH3:25])([CH3:24])[CH3:23])[CH2:14][CH2:13]1.[Cl:27][C:28]1[CH:29]=[C:30]([C:34]([Cl:37])=[CH:35][N:36]=1)[C:31](O)=[O:32].CN(C(ON1N=NC2C=CC=CC1=2)=[N+](C)C)C.[B-](F)(F)(F)F. Product: [Cl:27][C:28]1[CH:29]=[C:30]([C:34]([Cl:37])=[CH:35][N:36]=1)[C:31]([NH:10][CH2:11][C@H:12]1[CH2:13][CH2:14][C@H:15]([CH2:18][NH:19][C:20](=[O:26])[O:21][C:22]([CH3:23])([CH3:25])[CH3:24])[CH2:16][CH2:17]1)=[O:32]. The catalyst class is: 18. (2) Product: [CH2:16]([O:18][C:19](=[O:36])[C@H:20]([CH2:28][C:29]1[CH:34]=[CH:33][CH:32]=[C:31]([O:6][S:7]([C:10]([F:11])([F:12])[F:13])(=[O:8])=[O:9])[CH:30]=1)[NH:21][C:22](=[O:27])[C:23]([F:24])([F:25])[F:26])[CH3:17]. The catalyst class is: 17. Reactant: FC(F)(F)S([O:6][S:7]([C:10]([F:13])([F:12])[F:11])(=[O:9])=[O:8])(=O)=O.[CH2:16]([O:18][C:19](=[O:36])[C@H:20]([CH2:28][C:29]1[CH:34]=[CH:33][CH:32]=[C:31](O)[CH:30]=1)[NH:21][C:22](=[O:27])[C:23]([F:26])([F:25])[F:24])[CH3:17]. (3) Reactant: [OH:1][CH:2]([CH2:24][CH2:25][S:26][CH3:27])[C:3]([O:5][CH2:6][CH2:7][CH2:8][CH2:9][CH2:10][CH2:11][CH2:12][CH2:13][CH2:14][CH2:15][CH2:16][CH2:17][CH2:18][CH2:19][CH2:20][CH2:21][CH2:22][CH3:23])=[O:4].C1C=C(Cl)C=C(C(OO)=[O:36])C=1. Product: [OH:1][CH:2]([CH2:24][CH2:25][S:26]([CH3:27])=[O:36])[C:3]([O:5][CH2:6][CH2:7][CH2:8][CH2:9][CH2:10][CH2:11][CH2:12][CH2:13][CH2:14][CH2:15][CH2:16][CH2:17][CH2:18][CH2:19][CH2:20][CH2:21][CH2:22][CH3:23])=[O:4]. The catalyst class is: 4. (4) Reactant: [CH:1]1[CH:2]=[C:3]([N:9]2[CH2:14][CH2:13][N:12]([CH2:15][CH2:16][CH2:17][CH2:18][O:19][C:20]3[CH:21]=[CH:22][C:23]4[CH2:30][CH2:29][C:27](=[O:28])[NH:26][C:24]=4[CH:25]=3)[CH2:11][CH2:10]2)[C:4]([Cl:8])=[C:5]([Cl:7])[CH:6]=1.[C:31]([OH:42])(=[O:41])[C:32]1[CH:40]=[CH:39][C:35]([C:36]([OH:38])=[O:37])=[CH:34][CH:33]=1. Product: [CH:1]1[CH:2]=[C:3]([N:9]2[CH2:14][CH2:13][N:12]([CH2:15][CH2:16][CH2:17][CH2:18][O:19][C:20]3[CH:21]=[CH:22][C:23]4[CH2:30][CH2:29][C:27](=[O:28])[NH:26][C:24]=4[CH:25]=3)[CH2:11][CH2:10]2)[C:4]([Cl:8])=[C:5]([Cl:7])[CH:6]=1.[C:31]([OH:42])(=[O:41])[C:32]1[CH:40]=[CH:39][C:35]([C:36]([OH:38])=[O:37])=[CH:34][CH:33]=1. The catalyst class is: 16.